Dataset: Reaction yield outcomes from USPTO patents with 853,638 reactions. Task: Predict the reaction yield, written as a fraction of the theoretical maximum amount of product (1.0 means a 100% yield; for example, 0.34 means a 34% yield). (1) The reactants are [CH3:1][C:2]1[C:7]([CH2:8][C:9]([O:11][CH3:12])=[O:10])=[C:6]([C:13]2[CH:18]=[CH:17][C:16]([CH3:19])=[CH:15][CH:14]=2)[N:5]=[C:4]([N:20]2[CH2:25][CH2:24][CH2:23][CH2:22][CH2:21]2)[N:3]=1.[Li+].C[Si]([N-][Si](C)(C)C)(C)C.C1[CH2:40][O:39][CH2:38][CH2:37]1.COCCBr. The catalyst is CN(C=O)C. The product is [CH3:40][O:39][CH2:38][CH2:37][CH:8]([C:7]1[C:2]([CH3:1])=[N:3][C:4]([N:20]2[CH2:21][CH2:22][CH2:23][CH2:24][CH2:25]2)=[N:5][C:6]=1[C:13]1[CH:18]=[CH:17][C:16]([CH3:19])=[CH:15][CH:14]=1)[C:9]([O:11][CH3:12])=[O:10]. The yield is 0.150. (2) The reactants are [F:1][C:2]1[CH:7]=[CH:6][CH:5]=[C:4]([F:8])[C:3]=1[N:9]1[C:14]2[N:15]=[C:16]([NH:27][CH2:28][C:29](O)=[O:30])[N:17]=[C:18]([C:19]3[CH:24]=[CH:23][C:22]([F:25])=[CH:21][C:20]=3[CH3:26])[C:13]=2[CH:12]=[CH:11][C:10]1=[O:32].Cl.[NH:34]1[CH2:37][CH:36]([OH:38])[CH2:35]1.CN(C(ON1N=NC2C1=CC=CC=2)=[N+](C)C)C.F[P-](F)(F)(F)(F)F.CN1CCOCC1. The catalyst is CN(C=O)C. The product is [F:8][C:4]1[CH:5]=[CH:6][CH:7]=[C:2]([F:1])[C:3]=1[N:9]1[C:14]2[N:15]=[C:16]([NH:27][CH2:28][C:29]([N:34]3[CH2:37][CH:36]([OH:38])[CH2:35]3)=[O:30])[N:17]=[C:18]([C:19]3[CH:24]=[CH:23][C:22]([F:25])=[CH:21][C:20]=3[CH3:26])[C:13]=2[CH:12]=[CH:11][C:10]1=[O:32]. The yield is 0.490.